Predict the product of the given reaction. From a dataset of Forward reaction prediction with 1.9M reactions from USPTO patents (1976-2016). (1) The product is: [CH3:13][O:12][C:10](=[O:11])/[CH:9]=[CH:34]/[C:30]1[CH:29]=[C:28]2[C:33](=[CH:32][CH:31]=1)[N:25]([S:22]([C:20]1[S:21][C:17]([Br:16])=[CH:18][CH:19]=1)(=[O:23])=[O:24])[CH:26]=[CH:27]2. Given the reactants C(OP([CH2:9][C:10]([O:12][CH3:13])=[O:11])(OCC)=O)C.[H-].[Na+].[Br:16][C:17]1[S:21][C:20]([S:22]([N:25]2[C:33]3[C:28](=[CH:29][C:30]([CH:34]=O)=[CH:31][CH:32]=3)[CH:27]=[CH:26]2)(=[O:24])=[O:23])=[CH:19][CH:18]=1.C(OCC)(=O)C, predict the reaction product. (2) Given the reactants [Cl:1][C:2]1[CH:3]=[C:4]2[C:8](=[CH:9][CH:10]=1)[N:7]([CH2:11][C:12]([OH:14])=[O:13])[C:6]([CH3:15])=[C:5]2[C:16]1[C:25]2[C:20](=CC=CC=2)[C:19](=[O:26])[N:18](CC2C=CC(Cl)=C(F)C=2)[N:17]=1.Cl[C:37]1C=C(Cl)C=[CH:66][C:38]=1[CH2:39]N1C(=O)[C:66]2[C:38](=[CH:37]C=CC=2)[C:39](C2C3C(=CC=C(F)C=3)N(CC(O)=O)C=2C)=N1.[Cl-], predict the reaction product. The product is: [Cl:1][C:2]1[CH:3]=[C:4]2[C:8](=[CH:9][CH:10]=1)[N:7]([CH2:11][C:12]([O:14][C:38]([CH3:66])([CH3:39])[CH3:37])=[O:13])[C:6]([CH3:15])=[C:5]2[C:16]1[N:17]=[N:18][C:19]([OH:26])=[CH:20][CH:25]=1. (3) The product is: [F:29][C:30]([F:50])([F:49])[S:31]([O:18][C:15]1[CH2:16][CH2:17][CH:12]([C:10]2[CH:9]=[N:8][N:7]([CH2:6][O:5][CH2:4][CH2:3][Si:2]([CH3:20])([CH3:19])[CH3:1])[CH:11]=2)[CH2:13][CH:14]=1)(=[O:33])=[O:32]. Given the reactants [CH3:1][Si:2]([CH3:20])([CH3:19])[CH2:3][CH2:4][O:5][CH2:6][N:7]1[CH:11]=[C:10]([CH:12]2[CH2:17][CH2:16][C:15](=[O:18])[CH2:14][CH2:13]2)[CH:9]=[N:8]1.[Li+].CC([N-]C(C)C)C.[F:29][C:30]([F:50])([F:49])[S:31](N(C1C=CC(Cl)=CN=1)[S:31]([C:30]([F:50])([F:49])[F:29])(=[O:33])=[O:32])(=[O:33])=[O:32], predict the reaction product.